From a dataset of Full USPTO retrosynthesis dataset with 1.9M reactions from patents (1976-2016). Predict the reactants needed to synthesize the given product. (1) Given the product [N:31]1([C:29]([N:15]2[CH2:16][CH:17]([C:19]3[CH:20]=[CH:21][C:22]([C:25]([F:27])([F:28])[F:26])=[CH:23][CH:24]=3)[CH2:18][CH:13]([C:11]3[O:10][N:9]=[C:8]([O:4][CH2:3][C:2]([F:6])([F:5])[F:1])[N:12]=3)[CH2:14]2)=[O:30])[CH2:32][CH2:33][O:34][CH2:35][CH2:36]1, predict the reactants needed to synthesize it. The reactants are: [F:1][C:2]([F:6])([F:5])[CH2:3][OH:4].Cl[C:8]1[N:12]=[C:11]([CH:13]2[CH2:18][CH:17]([C:19]3[CH:24]=[CH:23][C:22]([C:25]([F:28])([F:27])[F:26])=[CH:21][CH:20]=3)[CH2:16][N:15]([C:29]([N:31]3[CH2:36][CH2:35][O:34][CH2:33][CH2:32]3)=[O:30])[CH2:14]2)[O:10][N:9]=1. (2) Given the product [Cl:44][C:45]1[CH:46]=[CH:47][C:48]([NH:51][C:52]2[N:57]=[C:56]([CH2:58][O:32][C:33]3[CH:34]=[C:35]4[C:40](=[CH:41][CH:42]=3)[NH:39][C:38](=[O:43])[CH:37]=[CH:36]4)[CH:55]=[CH:54][N:53]=2)=[CH:49][CH:50]=1, predict the reactants needed to synthesize it. The reactants are: C1(P(C2C=CC=CC=2)C2C=CC=CC=2)C=CC=CC=1.CCOC(/N=N/C(OCC)=O)=O.[OH:32][C:33]1[CH:34]=[C:35]2[C:40](=[CH:41][CH:42]=1)[NH:39][C:38](=[O:43])[CH:37]=[CH:36]2.[Cl:44][C:45]1[CH:50]=[CH:49][C:48]([NH:51][C:52]2[N:57]=[C:56]([CH2:58]O)[CH:55]=[CH:54][N:53]=2)=[CH:47][CH:46]=1. (3) Given the product [Cl:37][C:35]1[CH:34]=[C:33]([NH:38][CH2:39][C:40]([NH:42][C@@H:43]2[CH2:48][CH2:47][CH2:46][N:45]([C:49]3[C:68]4[CH2:75][C:74](=[O:76])[NH:73][C:69]=4[N:70]=[CH:71][N:72]=3)[CH2:44]2)=[O:41])[CH:32]=[C:31]([Cl:30])[CH:36]=1, predict the reactants needed to synthesize it. The reactants are: ClC1C=C(N[C@H](C2CC2)C(N[C@@H]2CCCN(C(OC(C)(C)C)=O)C2)=O)C=C(F)C=1.[Cl:30][C:31]1[CH:32]=[C:33]([NH:38][CH2:39][C:40]([NH:42][C@@H:43]2[CH2:48][CH2:47][CH2:46][N:45]([C:49](OC(C)(C)C)=O)[CH2:44]2)=[O:41])[CH:34]=[C:35]([Cl:37])[CH:36]=1.NC1C(C#N)=C(Cl)N=CN=1.ClC1[C:68]2[CH2:75][C:74](=[O:76])[NH:73][C:69]=2[N:70]=[CH:71][N:72]=1. (4) Given the product [F:17][C:8]([F:16])([CH2:9][C:10]1[CH:15]=[CH:14][CH:13]=[CH:12][CH:11]=1)[CH2:7][C@H:2]([N:1]=[C:24]=[O:25])[C:3]([O:5][CH3:6])=[O:4], predict the reactants needed to synthesize it. The reactants are: [NH2:1][C@@H:2]([CH2:7][C:8]([F:17])([F:16])[CH2:9][C:10]1[CH:15]=[CH:14][CH:13]=[CH:12][CH:11]=1)[C:3]([O:5][CH3:6])=[O:4].N1C=CC=CC=1.[C:24](Cl)(Cl)=[O:25].C1(C)C=CC=CC=1.